Dataset: Catalyst prediction with 721,799 reactions and 888 catalyst types from USPTO. Task: Predict which catalyst facilitates the given reaction. (1) Reactant: [SH:1][C:2]1[CH:3]=[C:4]([CH:8]=[CH:9][CH:10]=1)[C:5]([OH:7])=[O:6].C(=O)([O-])[O-].[K+].[K+].Br[CH2:18][CH2:19][C:20]([O:22][CH2:23][CH3:24])=[O:21]. Product: [CH2:23]([O:22][C:20](=[O:21])[CH2:19][CH2:18][S:1][C:2]1[CH:3]=[C:4]([CH:8]=[CH:9][CH:10]=1)[C:5]([OH:7])=[O:6])[CH3:24]. The catalyst class is: 3. (2) Reactant: [CH3:1][O:2][C:3](=[O:12])[C:4]1[CH:9]=[CH:8][C:7]([OH:10])=[CH:6][C:5]=1[OH:11].C(=O)([O-])[O-].[K+].[K+].[CH2:19](Br)[CH:20]=[CH2:21]. Product: [CH3:1][O:2][C:3](=[O:12])[C:4]1[CH:9]=[CH:8][C:7]([O:10][CH2:21][CH:20]=[CH2:19])=[CH:6][C:5]=1[OH:11]. The catalyst class is: 21. (3) Reactant: [O:1]=[C:2]1[C:10](=[CH:11][C:12]2[NH:13][C:14]3[CH2:15][CH2:16][CH2:17][CH2:18][C:19]=3[C:20]=2[CH2:21][CH2:22][C:23]([OH:25])=O)[C:9]2[C:4](=[CH:5][CH:6]=[CH:7][CH:8]=2)[NH:3]1.C(N1C=CN=C1)([N:28]1C=CN=C1)=O.N.O. Product: [O:1]=[C:2]1[C:10](=[CH:11][C:12]2[NH:13][C:14]3[CH2:15][CH2:16][CH2:17][CH2:18][C:19]=3[C:20]=2[CH2:21][CH2:22][C:23]([NH2:28])=[O:25])[C:9]2[C:4](=[CH:5][CH:6]=[CH:7][CH:8]=2)[NH:3]1. The catalyst class is: 9. (4) Reactant: [O:1]1[CH:6]=[CH:5][CH2:4][CH2:3][CH2:2]1.O.C1(C)C=CC(S(O)(=O)=O)=CC=1.[Cl:19][C:20]1[N:25]=[C:24]([Cl:26])[N:23]=[C:22]2[NH:27][N:28]=[CH:29][C:21]=12. Product: [Cl:19][C:20]1[N:25]=[C:24]([Cl:26])[N:23]=[C:22]2[N:27]([CH:6]3[CH2:5][CH2:4][CH2:3][CH2:2][O:1]3)[N:28]=[CH:29][C:21]=12.[Cl:19][C:20]1[C:21]2[C:22](=[N:27][N:28]([CH:6]3[CH2:5][CH2:4][CH2:3][CH2:2][O:1]3)[CH:29]=2)[N:23]=[C:24]([Cl:26])[N:25]=1. The catalyst class is: 13. (5) Reactant: C1(C2C=CC=CC=2)C=CC=CC=1.Cl[C:14]1[C:15](=[O:38])[C:16](=[O:37])[C:17]=1[NH:18][C:19]1[CH:24]=[CH:23][C:22]([Cl:25])=[C:21]([S:26]([N:29]2[CH2:34][CH2:33][N:32]([CH3:35])[CH2:31][CH2:30]2)(=[O:28])=[O:27])[C:20]=1[OH:36].[CH3:39][O:40][C:41]1[CH:47]=[CH:46][CH:45]=[CH:44][C:42]=1[NH2:43]. Product: [Cl:25][C:22]1[CH:23]=[CH:24][C:19]([NH:18][C:17]2[C:16](=[O:37])[C:15](=[O:38])[C:14]=2[NH:43][C:42]2[CH:44]=[CH:45][CH:46]=[CH:47][C:41]=2[O:40][CH3:39])=[C:20]([OH:36])[C:21]=1[S:26]([N:29]1[CH2:34][CH2:33][N:32]([CH3:35])[CH2:31][CH2:30]1)(=[O:28])=[O:27]. The catalyst class is: 3.